Dataset: NCI-60 drug combinations with 297,098 pairs across 59 cell lines. Task: Regression. Given two drug SMILES strings and cell line genomic features, predict the synergy score measuring deviation from expected non-interaction effect. (1) Drug 1: C1=CC(=CC=C1CC(C(=O)O)N)N(CCCl)CCCl.Cl. Drug 2: C1=CC(=CC=C1C#N)C(C2=CC=C(C=C2)C#N)N3C=NC=N3. Cell line: EKVX. Synergy scores: CSS=-2.12, Synergy_ZIP=-0.548, Synergy_Bliss=-3.89, Synergy_Loewe=-5.66, Synergy_HSA=-5.66. (2) Drug 1: CC1C(C(=O)NC(C(=O)N2CCCC2C(=O)N(CC(=O)N(C(C(=O)O1)C(C)C)C)C)C(C)C)NC(=O)C3=C4C(=C(C=C3)C)OC5=C(C(=O)C(=C(C5=N4)C(=O)NC6C(OC(=O)C(N(C(=O)CN(C(=O)C7CCCN7C(=O)C(NC6=O)C(C)C)C)C)C(C)C)C)N)C. Synergy scores: CSS=69.4, Synergy_ZIP=3.87, Synergy_Bliss=7.20, Synergy_Loewe=2.20, Synergy_HSA=6.20. Drug 2: CC1C(C(CC(O1)OC2CC(OC(C2O)C)OC3=CC4=CC5=C(C(=O)C(C(C5)C(C(=O)C(C(C)O)O)OC)OC6CC(C(C(O6)C)O)OC7CC(C(C(O7)C)O)OC8CC(C(C(O8)C)O)(C)O)C(=C4C(=C3C)O)O)O)O. Cell line: NCIH23.